Task: Predict the reactants needed to synthesize the given product.. Dataset: Full USPTO retrosynthesis dataset with 1.9M reactions from patents (1976-2016) (1) Given the product [N+:8]([C:5]1[CH:6]=[CH:7][C:2]([C:19]2[CH2:24][CH2:23][N:22]([C:25]([O:27][C:28]([CH3:31])([CH3:30])[CH3:29])=[O:26])[CH2:21][CH:20]=2)=[CH:3][CH:4]=1)([O-:10])=[O:9], predict the reactants needed to synthesize it. The reactants are: Br[C:2]1[CH:7]=[CH:6][C:5]([N+:8]([O-:10])=[O:9])=[CH:4][CH:3]=1.CC1(C)C(C)(C)OB([C:19]2[CH2:24][CH2:23][N:22]([C:25]([O:27][C:28]([CH3:31])([CH3:30])[CH3:29])=[O:26])[CH2:21][CH:20]=2)O1.C(=O)([O-])[O-].[Na+].[Na+]. (2) Given the product [CH:1]1[C:10]2[C:5](=[C:6]([NH:11][CH:12]3[CH2:17][CH2:16][CH:15]([NH:27][CH2:26][CH2:25][C:19]4[CH:24]=[CH:23][CH:22]=[CH:21][CH:20]=4)[CH2:14][CH2:13]3)[CH:7]=[CH:8][CH:9]=2)[CH:4]=[CH:3][N:2]=1, predict the reactants needed to synthesize it. The reactants are: [CH:1]1[C:10]2[C:5](=[C:6]([NH:11][CH:12]3[CH2:17][CH2:16][C:15](=O)[CH2:14][CH2:13]3)[CH:7]=[CH:8][CH:9]=2)[CH:4]=[CH:3][N:2]=1.[C:19]1([CH2:25][CH2:26][NH2:27])[CH:24]=[CH:23][CH:22]=[CH:21][CH:20]=1.C(O[BH-](OC(=O)C)OC(=O)C)(=O)C.[Na+].Cl.CO. (3) Given the product [Cl:2][C:3]1[CH:4]=[C:5]([C:13]2[O:17][N:16]=[C:15]([C:18]3[C:28]4[O:27][CH2:26][CH2:25][N:24]([CH2:39][CH2:40][C:41]([O:43][CH2:44][CH3:45])=[O:42])[CH2:23][C:22]=4[CH:21]=[CH:20][CH:19]=3)[N:14]=2)[CH:6]=[CH:7][C:8]=1[O:9][CH:10]([CH3:12])[CH3:11], predict the reactants needed to synthesize it. The reactants are: Cl.[Cl:2][C:3]1[CH:4]=[C:5]([C:13]2[O:17][N:16]=[C:15]([C:18]3[C:28]4[O:27][CH2:26][CH2:25][NH:24][CH2:23][C:22]=4[CH:21]=[CH:20][CH:19]=3)[N:14]=2)[CH:6]=[CH:7][C:8]=1[O:9][CH:10]([CH3:12])[CH3:11].C(N(CC)C(C)C)(C)C.Br[CH2:39][CH2:40][C:41]([O:43][CH2:44][CH3:45])=[O:42]. (4) Given the product [CH3:1][O:2][C:3]1[C:4]([CH3:12])=[C:5]([CH:9]=[CH:10][CH:11]=1)[C:6]([NH2:19])=[O:7], predict the reactants needed to synthesize it. The reactants are: [CH3:1][O:2][C:3]1[C:4]([CH3:12])=[C:5]([CH:9]=[CH:10][CH:11]=1)[C:6](O)=[O:7].C1C=CC2N(O)N=[N:19]C=2C=1.N.